Predict the reaction yield, written as a fraction of the theoretical maximum amount of product (1.0 means a 100% yield; for example, 0.34 means a 34% yield). From a dataset of Reaction yield outcomes from USPTO patents with 853,638 reactions. (1) The reactants are C[O:2][C:3](=[O:19])[CH2:4][CH2:5][CH2:6][CH2:7][CH2:8][O:9][C:10]1[CH:15]=[CH:14][C:13]([N+:16]([O-:18])=[O:17])=[CH:12][CH:11]=1. The catalyst is Cl. The product is [N+:16]([C:13]1[CH:12]=[CH:11][C:10]([O:9][CH2:8][CH2:7][CH2:6][CH2:5][CH2:4][C:3]([OH:19])=[O:2])=[CH:15][CH:14]=1)([O-:18])=[O:17]. The yield is 0.802. (2) The reactants are C[O:2][C:3]([C:5]1[S:12][C:11]2[C:10]([I:13])=[N:9][NH:8][C:7]=2[CH:6]=1)=[O:4].[OH-].[K+].O. The catalyst is O1CCCC1. The product is [I:13][C:10]1[C:11]2[S:12][C:5]([C:3]([OH:4])=[O:2])=[CH:6][C:7]=2[NH:8][N:9]=1. The yield is 0.500. (3) The product is [F:18][C:15]([F:16])([F:17])[C:14]1[C:9]([NH2:8])=[N:10][CH:11]=[CH:12][CH:13]=1. The yield is 0.920. The catalyst is OS(O)(=O)=O. The reactants are COC1C=CC(C[NH:8][C:9]2[C:14]([C:15]([F:18])([F:17])[F:16])=[CH:13][CH:12]=[CH:11][N:10]=2)=CC=1.[OH-].[Na+]. (4) The reactants are Cl.O1CCOCC1.[Cl:8][C:9]1[CH:36]=[CH:35][C:12]([CH2:13][N:14]2[C:19](=[O:20])[CH:18]=[CH:17][C:16]([C:21]3[CH:26]=[CH:25][C:24]([NH:27]C(=O)OC(C)(C)C)=[CH:23][CH:22]=3)=[CH:15]2)=[C:11]([F:37])[CH:10]=1. The catalyst is CO. The product is [ClH:8].[Cl:8][C:9]1[CH:36]=[CH:35][C:12]([CH2:13][N:14]2[CH:15]=[C:16]([C:21]3[CH:26]=[CH:25][C:24]([NH2:27])=[CH:23][CH:22]=3)[CH:17]=[CH:18][C:19]2=[O:20])=[C:11]([F:37])[CH:10]=1. The yield is 0.890.